From a dataset of Forward reaction prediction with 1.9M reactions from USPTO patents (1976-2016). Predict the product of the given reaction. Given the reactants I[C:2]1[N:6]2[N:7]=[C:8]([C:11]3[CH:19]=[CH:18][C:14]([C:15]([NH2:17])=[O:16])=[CH:13][CH:12]=3)[CH:9]=[CH:10][C:5]2=[N:4][CH:3]=1.[C:20]([Si:22]([CH3:25])([CH3:24])[CH3:23])#[CH:21].C(N(C(C)C)CC)(C)C.O, predict the reaction product. The product is: [CH3:23][Si:22]([C:20]#[C:21][C:2]1[N:6]2[N:7]=[C:8]([C:11]3[CH:19]=[CH:18][C:14]([C:15]([NH2:17])=[O:16])=[CH:13][CH:12]=3)[CH:9]=[CH:10][C:5]2=[N:4][CH:3]=1)([CH3:25])[CH3:24].